Dataset: Forward reaction prediction with 1.9M reactions from USPTO patents (1976-2016). Task: Predict the product of the given reaction. (1) Given the reactants B.[CH3:2][O:3][C:4]1[CH:5]=[C:6]([C:10]([CH3:14])([CH3:13])[C:11]#[N:12])[CH:7]=[CH:8][CH:9]=1.CO, predict the reaction product. The product is: [CH3:2][O:3][C:4]1[CH:5]=[C:6]([C:10]([CH3:14])([CH3:13])[CH2:11][NH2:12])[CH:7]=[CH:8][CH:9]=1. (2) The product is: [OH:10][CH2:9][CH2:8][CH2:7][CH:2]1[CH2:3][CH2:4][CH2:5][CH2:6][N:1]1[C:19]([O:21][CH2:22][C:23]1[CH:28]=[CH:27][CH:26]=[CH:25][CH:24]=1)=[O:20]. Given the reactants [NH:1]1[CH2:6][CH2:5][CH2:4][CH2:3][CH:2]1[CH2:7][CH2:8][CH2:9][OH:10].C(N(CC)CC)C.Cl[C:19]([O:21][CH2:22][C:23]1[CH:28]=[CH:27][CH:26]=[CH:25][CH:24]=1)=[O:20], predict the reaction product. (3) Given the reactants Cl[C:2]1[N:23]=[C:5]2[C:6]([C:10]3[CH:15]=[C:14]([C:16]([F:19])([F:18])[F:17])[CH:13]=[CH:12][C:11]=3[O:20][CH2:21][CH3:22])=[CH:7][CH:8]=[CH:9][N:4]2[N:3]=1.[C:24]([O:28][C:29]([N:31]1[CH2:37][CH2:36][C:35]2[CH:38]=[CH:39][C:40]([NH2:42])=[CH:41][C:34]=2[CH2:33][CH2:32]1)=[O:30])([CH3:27])([CH3:26])[CH3:25], predict the reaction product. The product is: [C:24]([O:28][C:29]([N:31]1[CH2:37][CH2:36][C:35]2[CH:38]=[CH:39][C:40]([NH:42][C:2]3[N:23]=[C:5]4[C:6]([C:10]5[CH:15]=[C:14]([C:16]([F:19])([F:18])[F:17])[CH:13]=[CH:12][C:11]=5[O:20][CH2:21][CH3:22])=[CH:7][CH:8]=[CH:9][N:4]4[N:3]=3)=[CH:41][C:34]=2[CH2:33][CH2:32]1)=[O:30])([CH3:27])([CH3:25])[CH3:26].